Dataset: Forward reaction prediction with 1.9M reactions from USPTO patents (1976-2016). Task: Predict the product of the given reaction. Given the reactants [C:1]([N:4]1[C:11]2[CH:12]=[CH:13][CH:14]=[CH:15][C:10]=2[CH:9]=[CH:8][C:7]2[CH:16]=[CH:17][C:18]([C:20]3[CH:28]=[CH:27][CH:26]=[CH:25][C:21]=3[C:22](O)=[O:23])=[N:19][C:6]=2[CH2:5]1)(=[O:3])[CH3:2].CN.Cl.F[P-](F)(F)(F)(F)F.[N:39]1(O[P+](N(C)C)(N(C)C)N(C)C)[C:43]2C=CC=CC=2N=N1.CCN(CC)CC, predict the reaction product. The product is: [C:1]([N:4]1[C:11]2[CH:12]=[CH:13][CH:14]=[CH:15][C:10]=2[CH:9]=[CH:8][C:7]2[CH:16]=[CH:17][C:18]([C:20]3[CH:28]=[CH:27][CH:26]=[CH:25][C:21]=3[C:22]([NH:39][CH3:43])=[O:23])=[N:19][C:6]=2[CH2:5]1)(=[O:3])[CH3:2].